This data is from NCI-60 drug combinations with 297,098 pairs across 59 cell lines. The task is: Regression. Given two drug SMILES strings and cell line genomic features, predict the synergy score measuring deviation from expected non-interaction effect. (1) Cell line: CCRF-CEM. Drug 1: CC1CCC2CC(C(=CC=CC=CC(CC(C(=O)C(C(C(=CC(C(=O)CC(OC(=O)C3CCCCN3C(=O)C(=O)C1(O2)O)C(C)CC4CCC(C(C4)OC)O)C)C)O)OC)C)C)C)OC. Drug 2: C(CCl)NC(=O)N(CCCl)N=O. Synergy scores: CSS=51.1, Synergy_ZIP=0.842, Synergy_Bliss=1.57, Synergy_Loewe=-41.4, Synergy_HSA=4.37. (2) Drug 1: C(=O)(N)NO. Drug 2: COC1=C2C(=CC3=C1OC=C3)C=CC(=O)O2. Cell line: HS 578T. Synergy scores: CSS=-2.80, Synergy_ZIP=2.41, Synergy_Bliss=-0.0423, Synergy_Loewe=0.686, Synergy_HSA=-3.03.